Predict which catalyst facilitates the given reaction. From a dataset of Catalyst prediction with 721,799 reactions and 888 catalyst types from USPTO. (1) Reactant: [O:1]=[CH:2][C@H:3]([C@@H:5]([C@H:7]([CH2:9][OH:10])[OH:8])[OH:6])[OH:4].[O-]S([O-])(=O)=O.[Mg+2].OS(O)(=O)=O.Cl.[O-]P([O-])([O-])=O.[K+].[K+].[K+].[CH3:31][C:32]([CH3:34])=O. Product: [OH:1][CH2:2][C@@H:3]1[O:4][C@@H:9]2[C@@H:7]([O:8][C:32]([CH3:34])([CH3:31])[O:10]2)[C@@H:5]1[OH:6]. The catalyst class is: 6. (2) Reactant: [CH:1]([CH:3]=O)=O.[Br:5][C:6]1[CH:11]=[CH:10][C:9]([Br:12])=[C:8]([NH2:13])[C:7]=1[NH2:14]. Product: [Br:5][C:6]1[CH:11]=[CH:10][C:9]([Br:12])=[C:8]2[C:7]=1[N:14]=[CH:1][CH:3]=[N:13]2. The catalyst class is: 14. (3) Reactant: [Cl:1][C:2]1[CH:7]=[CH:6][C:5]([C@H:8]2[C@@H:13]([C:14]3[CH:19]=[CH:18][C:17]([Cl:20])=[CH:16][CH:15]=3)[N:12]([C@H:21]([CH2:25][CH2:26][CH3:27])[C:22](O)=[O:23])[C:11](=[O:28])[C@H:10]([CH2:29][C:30]3[CH:35]=[CH:34][C:33]([I:36])=[CH:32][CH:31]=3)[O:9]2)=[CH:4][CH:3]=1.Cl.[NH2:38][CH2:39][CH2:40][CH2:41][C:42]([O:44][CH2:45][CH3:46])=[O:43].Cl.C(N=C=NCCCN(C)C)C.C1C=NC2N(O)N=NC=2C=1.C(=O)(O)[O-].[Na+]. Product: [Cl:1][C:2]1[CH:7]=[CH:6][C:5]([C@H:8]2[C@@H:13]([C:14]3[CH:15]=[CH:16][C:17]([Cl:20])=[CH:18][CH:19]=3)[N:12]([C@H:21]([CH2:25][CH2:26][CH3:27])[C:22]([NH:38][CH2:39][CH2:40][CH2:41][C:42]([O:44][CH2:45][CH3:46])=[O:43])=[O:23])[C:11](=[O:28])[C@H:10]([CH2:29][C:30]3[CH:31]=[CH:32][C:33]([I:36])=[CH:34][CH:35]=3)[O:9]2)=[CH:4][CH:3]=1. The catalyst class is: 18. (4) The catalyst class is: 33. Product: [F:1][C:2]1[CH:3]=[CH:4][C:5]2[N:24]=[C:25]([C@@H:26]([NH:28][C:29]3[N:37]=[CH:36][N:35]=[C:34]4[C:30]=3[N:31]=[CH:32][NH:33]4)[CH3:27])[N:8]([C@H:9]3[CH2:14][CH2:13][CH2:12][N:11]([CH2:15][CH2:16][OH:17])[CH2:10]3)[C:6]=2[CH:7]=1. Reactant: [F:1][C:2]1[CH:3]=[CH:4][C:5]([NH:24][C:25](=O)[C@@H:26]([NH:28][C:29]2[N:37]=[CH:36][N:35]=[C:34]3[C:30]=2[N:31]=[CH:32][N:33]3C2CCCCO2)[CH3:27])=[C:6]([NH:8][C@H:9]2[CH2:14][CH2:13][CH2:12][N:11]([CH2:15][CH2:16][O:17]C(=O)C(C)(C)C)[CH2:10]2)[CH:7]=1. (5) Reactant: O[C:2]1([C:30]2[S:31][CH:32]=[CH:33][CH:34]=2)[C:6]2[C:7]([CH3:27])=[C:8]([N:13]3[CH2:18][CH2:17][N:16]([C:19]4[CH:24]=[CH:23][C:22]([O:25][CH3:26])=[CH:21][CH:20]=4)[CH2:15][CH2:14]3)[C:9]([CH3:12])=[C:10]([CH3:11])[C:5]=2[O:4][C:3]1([CH3:29])[CH3:28]. Product: [CH3:28][C:3]1([CH3:29])[CH:2]([C:30]2[S:31][CH:32]=[CH:33][CH:34]=2)[C:6]2[C:7]([CH3:27])=[C:8]([N:13]3[CH2:14][CH2:15][N:16]([C:19]4[CH:20]=[CH:21][C:22]([O:25][CH3:26])=[CH:23][CH:24]=4)[CH2:17][CH2:18]3)[C:9]([CH3:12])=[C:10]([CH3:11])[C:5]=2[O:4]1. The catalyst class is: 8. (6) Reactant: [F:1][C:2]1[CH:7]=[CH:6][C:5]([C:8]2O[C:12](=O)[C:11]([C:15]#[N:16])=[C:10]([N:17]3[CH2:22][CH2:21][CH2:20][CH2:19][CH2:18]3)[CH:9]=2)=[CH:4][CH:3]=1. Product: [F:1][C:2]1[CH:7]=[CH:6][C:5]([C:8]2[C:9]3[CH2:8][C:5]4[C:4](=[CH:3][CH:2]=[CH:7][CH:6]=4)[C:12]=3[C:11]([C:15]#[N:16])=[C:10]([N:17]3[CH2:22][CH2:21][CH2:20][CH2:19][CH2:18]3)[CH:9]=2)=[CH:4][CH:3]=1. The catalyst class is: 1. (7) Reactant: [CH:1]1([CH:7]([NH:25][C:26]2[CH:31]=[CH:30][C:29]([C:32]([N:34]([CH3:42])[CH2:35][CH2:36][C:37]([O:39]CC)=[O:38])=[O:33])=[CH:28][CH:27]=2)[C:8]2[O:9][C:10]3[CH:17]=[CH:16][C:15]([O:18][CH:19]4[CH2:24][CH2:23][O:22][CH2:21][CH2:20]4)=[CH:14][C:11]=3[C:12]=2[CH3:13])[CH2:6][CH2:5][CH2:4][CH2:3][CH2:2]1.[OH-].[Na+]. Product: [CH:1]1([CH:7]([NH:25][C:26]2[CH:27]=[CH:28][C:29]([C:32]([N:34]([CH3:42])[CH2:35][CH2:36][C:37]([OH:39])=[O:38])=[O:33])=[CH:30][CH:31]=2)[C:8]2[O:9][C:10]3[CH:17]=[CH:16][C:15]([O:18][CH:19]4[CH2:24][CH2:23][O:22][CH2:21][CH2:20]4)=[CH:14][C:11]=3[C:12]=2[CH3:13])[CH2:6][CH2:5][CH2:4][CH2:3][CH2:2]1. The catalyst class is: 8. (8) Reactant: C(OC([N:8]1[CH2:13][CH2:12][CH:11]([NH:14][C:15]2[CH:16]=[N:17][CH:18]=[CH:19][CH:20]=2)[CH2:10][CH2:9]1)=O)(C)(C)C.[ClH:21]. Product: [ClH:21].[ClH:21].[NH:8]1[CH2:13][CH2:12][CH:11]([NH:14][C:15]2[CH:16]=[N:17][CH:18]=[CH:19][CH:20]=2)[CH2:10][CH2:9]1. The catalyst class is: 12. (9) Reactant: [ClH:1].[NH2:2][CH:3]1[CH2:12][CH2:11][C:10]2[N:9]=[C:8]([N:13]3[C:18](=[O:19])[CH:17]=[N:16][C:15]4[CH:20]=[CH:21][C:22]([O:24][CH3:25])=[N:23][C:14]3=4)[N:7]=[CH:6][C:5]=2[CH2:4]1.[O:26]1[C:35]2[CH:34]=[C:33]([CH:36]=O)[N:32]=[CH:31][C:30]=2[O:29][CH2:28][CH2:27]1.C(=O)(O)[O-].[Na+].S([O-])([O-])(=O)=O.[Na+].[Na+].C(O[BH-](OC(=O)C)OC(=O)C)(=O)C.[Na+]. Product: [ClH:1].[O:26]1[C:35]2[CH:34]=[C:33]([CH2:36][NH:2][CH:3]3[CH2:12][CH2:11][C:10]4[N:9]=[C:8]([N:13]5[C:18](=[O:19])[CH:17]=[N:16][C:15]6[CH:20]=[CH:21][C:22]([O:24][CH3:25])=[N:23][C:14]5=6)[N:7]=[CH:6][C:5]=4[CH2:4]3)[N:32]=[CH:31][C:30]=2[O:29][CH2:28][CH2:27]1. The catalyst class is: 61. (10) Reactant: S(OS([O-])=O)([O-])=O.[Na+].[Na+].[CH2:10]([N:12]1[C:24]2[CH:23]=[CH:22][C:21]([CH:25]=O)=[CH:20][C:19]=2[C:18]2[C:13]1=[C:14]([F:27])[CH:15]=[CH:16][CH:17]=2)[CH3:11].[NH2:28][C:29]1[CH:30]=[C:31]([CH:35]=[CH:36][C:37]=1[NH:38][CH2:39][CH2:40][O:41][CH3:42])[C:32]([OH:34])=[O:33].Cl. Product: [CH2:10]([N:12]1[C:24]2[CH:23]=[CH:22][C:21]([C:25]3[N:38]([CH2:39][CH2:40][O:41][CH3:42])[C:37]4[CH:36]=[CH:35][C:31]([C:32]([OH:34])=[O:33])=[CH:30][C:29]=4[N:28]=3)=[CH:20][C:19]=2[C:18]2[C:13]1=[C:14]([F:27])[CH:15]=[CH:16][CH:17]=2)[CH3:11]. The catalyst class is: 20.